This data is from Forward reaction prediction with 1.9M reactions from USPTO patents (1976-2016). The task is: Predict the product of the given reaction. (1) Given the reactants [F:1][C:2]1([F:39])[O:6][C:5]2[CH:7]=[CH:8][C:9]([C:11]3([C:14]([NH:16][C@@H:17]4[C:26]5[C:21](=[CH:22][C:23]([O:27][CH3:28])=[CH:24][CH:25]=5)[O:20][C@H:19]([C:29]5[S:30][CH:31]=[C:32]([C:34]([O:36]CC)=[O:35])[N:33]=5)[CH2:18]4)=[O:15])[CH2:13][CH2:12]3)=[CH:10][C:4]=2[O:3]1.FC1(F)OC2C=CC(C3(C(NC4C5C(=CC=CC=5)OC(C5CC(C(OCC)=O)C5)C4)=O)CC3)=CC=2O1, predict the reaction product. The product is: [F:39][C:2]1([F:1])[O:6][C:5]2[CH:7]=[CH:8][C:9]([C:11]3([C:14]([NH:16][C@@H:17]4[C:26]5[C:21](=[CH:22][C:23]([O:27][CH3:28])=[CH:24][CH:25]=5)[O:20][C@H:19]([C:29]5[S:30][CH:31]=[C:32]([C:34]([OH:36])=[O:35])[N:33]=5)[CH2:18]4)=[O:15])[CH2:12][CH2:13]3)=[CH:10][C:4]=2[O:3]1. (2) Given the reactants [OH:1][C:2]1[CH:10]=[CH:9][C:8]([C:11]2[N:12]([C:27]([O:29][C:30]([CH3:33])([CH3:32])[CH3:31])=[O:28])[C:13]3[C:18]([CH:19]=2)=[CH:17][C:16]([CH2:20][N:21]2[CH2:26][CH2:25][CH2:24][CH2:23][CH2:22]2)=[CH:15][CH:14]=3)=[C:7]2[C:3]=1[CH2:4][NH:5][C:6]2=[O:34].C(N(CC)CC)C.[CH:42]1([CH2:48][S:49](Cl)(=[O:51])=[O:50])[CH2:47][CH2:46][CH2:45][CH2:44][CH2:43]1, predict the reaction product. The product is: [CH:42]1([CH2:48][S:49]([O:1][C:2]2[CH:10]=[CH:9][C:8]([C:11]3[N:12]([C:27]([O:29][C:30]([CH3:31])([CH3:33])[CH3:32])=[O:28])[C:13]4[C:18]([CH:19]=3)=[CH:17][C:16]([CH2:20][N:21]3[CH2:26][CH2:25][CH2:24][CH2:23][CH2:22]3)=[CH:15][CH:14]=4)=[C:7]3[C:3]=2[CH2:4][NH:5][C:6]3=[O:34])(=[O:51])=[O:50])[CH2:47][CH2:46][CH2:45][CH2:44][CH2:43]1. (3) Given the reactants [F:1][C:2]1[CH:3]=[C:4]([C@@:9]2([CH3:23])[N:18]([CH2:19][C:20]#[CH:21])[C:17](=[O:22])[C:12]3([CH2:16][CH2:15][CH2:14][CH2:13]3)[NH:11][CH2:10]2)[CH:5]=[C:6]([F:8])[CH:7]=1.Br[C:25]1[CH:26]=[C:27]2[C:40](=[CH:41][CH:42]=1)[CH2:39][C@:29]1([C:37]3[C:32](=[N:33][CH:34]=[CH:35][CH:36]=3)[NH:31][C:30]1=[O:38])[CH2:28]2.C(N(CC)CC)C, predict the reaction product. The product is: [F:1][C:2]1[CH:3]=[C:4]([C@@:9]2([CH3:23])[N:18]([CH2:19][C:20]#[C:21][C:25]3[CH:26]=[C:27]4[C:40](=[CH:41][CH:42]=3)[CH2:39][C@:29]3([C:37]5[C:32](=[N:33][CH:34]=[CH:35][CH:36]=5)[NH:31][C:30]3=[O:38])[CH2:28]4)[C:17](=[O:22])[C:12]3([CH2:13][CH2:14][CH2:15][CH2:16]3)[NH:11][CH2:10]2)[CH:5]=[C:6]([F:8])[CH:7]=1.